From a dataset of TCR-epitope binding with 47,182 pairs between 192 epitopes and 23,139 TCRs. Binary Classification. Given a T-cell receptor sequence (or CDR3 region) and an epitope sequence, predict whether binding occurs between them. (1) The epitope is TPRVTGGGAM. The TCR CDR3 sequence is CATRGRGSEETQYF. Result: 0 (the TCR does not bind to the epitope). (2) The epitope is FPRPWLHGL. The TCR CDR3 sequence is CASSHVGGYEQYF. Result: 0 (the TCR does not bind to the epitope). (3) The epitope is AVFDRKSDAK. The TCR CDR3 sequence is CASSPGTGAYEQYF. Result: 1 (the TCR binds to the epitope). (4) Result: 0 (the TCR does not bind to the epitope). The epitope is RQLLFVVEV. The TCR CDR3 sequence is CASSQDEGQINYNEQFF.